Dataset: Full USPTO retrosynthesis dataset with 1.9M reactions from patents (1976-2016). Task: Predict the reactants needed to synthesize the given product. (1) The reactants are: [OH:1][CH2:2][C:3]1[CH:8]=[CH:7][C:6]([C:9]2[C:18]3[C:13](=[CH:14][CH:15]=[CH:16][CH:17]=3)[C:12]([N:19]3[CH2:24][CH2:23][N:22]([C:25]([C:27]4[CH:32]=[CH:31][CH:30]=[CH:29][CH:28]=4)=[O:26])[CH2:21][C@H:20]3[CH3:33])=[N:11][N:10]=2)=[CH:5][CH:4]=1.ClC(Cl)(Cl)[C:36]([N:38]=C=O)=[O:37]. Given the product [C:36](=[O:37])([O:1][CH2:2][C:3]1[CH:8]=[CH:7][C:6]([C:9]2[C:18]3[C:13](=[CH:14][CH:15]=[CH:16][CH:17]=3)[C:12]([N:19]3[CH2:24][CH2:23][N:22]([C:25](=[O:26])[C:27]4[CH:32]=[CH:31][CH:30]=[CH:29][CH:28]=4)[CH2:21][C@H:20]3[CH3:33])=[N:11][N:10]=2)=[CH:5][CH:4]=1)[NH2:38], predict the reactants needed to synthesize it. (2) Given the product [F:9][C:8]([F:11])([F:10])[C:4]1[N:3]=[C:2]([N:15]2[CH2:16][CH2:17][NH:12][CH:13]([C:18]([O:20][CH2:21][CH3:22])=[O:19])[CH2:14]2)[CH:7]=[CH:6][CH:5]=1, predict the reactants needed to synthesize it. The reactants are: Br[C:2]1[CH:7]=[CH:6][CH:5]=[C:4]([C:8]([F:11])([F:10])[F:9])[N:3]=1.[NH:12]1[CH2:17][CH2:16][NH:15][CH2:14][CH:13]1[C:18]([O:20][CH2:21][CH3:22])=[O:19].C(N(CC)C(C)C)(C)C. (3) The reactants are: [CH3:1][CH:2]([CH3:21])[CH:3]([C:11]1[CH:20]=[CH:19][C:14]([C:15]([O:17]C)=[O:16])=[CH:13][CH:12]=1)[O:4][C:5]1[CH:10]=[CH:9][CH:8]=[CH:7][CH:6]=1.O.[OH-].[Li+].O1CCCC1.CO. Given the product [CH3:1][CH:2]([CH3:21])[CH:3]([C:11]1[CH:12]=[CH:13][C:14]([C:15]([OH:17])=[O:16])=[CH:19][CH:20]=1)[O:4][C:5]1[CH:6]=[CH:7][CH:8]=[CH:9][CH:10]=1, predict the reactants needed to synthesize it. (4) Given the product [NH2:1][C:2]1[C:7]([CH:8]=[O:9])=[CH:6][N:5]=[C:4]([S:10][CH3:11])[N:3]=1, predict the reactants needed to synthesize it. The reactants are: [NH2:1][C:2]1[C:7]([CH2:8][OH:9])=[CH:6][N:5]=[C:4]([S:10][CH3:11])[N:3]=1. (5) Given the product [CH3:31][N:32]1[CH2:37][CH2:36][N:35]([CH2:38][CH2:39][CH2:40][O:41][C:26]2[CH:25]=[C:24]3[C:29]([C:20]([CH:17]4[CH2:16][CH2:15][NH:14][CH2:19][CH2:18]4)=[N:21][CH:22]=[N:23]3)=[CH:28][CH:27]=2)[CH2:34][CH2:33]1, predict the reactants needed to synthesize it. The reactants are: CC([O-])(C)C.[K+].C(OC([N:14]1[CH2:19][CH2:18][CH:17]([C:20]2[C:29]3[C:24](=[CH:25][C:26](F)=[CH:27][CH:28]=3)[N:23]=[CH:22][N:21]=2)[CH2:16][CH2:15]1)=O)(C)(C)C.[CH3:31][N:32]1[CH2:37][CH2:36][N:35]([CH2:38][CH2:39][CH2:40][OH:41])[CH2:34][CH2:33]1.Cl.[OH-].[Na+]. (6) Given the product [OH:2][C:3]1[CH:4]=[CH:5][C:6]([C:9]([CH3:15])([CH3:14])[C:10]([OH:12])=[O:11])=[CH:7][CH:8]=1, predict the reactants needed to synthesize it. The reactants are: C[O:2][C:3]1[CH:8]=[CH:7][C:6]([C:9]([CH3:15])([CH3:14])[C:10]([O:12]C)=[O:11])=[CH:5][CH:4]=1.B(Br)(Br)Br.O. (7) Given the product [C:29]([OH:36])(=[O:35])/[CH:30]=[CH:31]/[C:32]([OH:34])=[O:33].[Cl:1][C:2]1[CH:9]=[CH:8][C:5]([C:6]#[N:7])=[C:4]([O:10][C:11]2[C:20]3[C:15](=[CH:16][CH:17]=[CH:18][CH:19]=3)[C:14]([CH2:21][NH:26][CH3:25])=[CH:13][CH:12]=2)[CH:3]=1, predict the reactants needed to synthesize it. The reactants are: [Cl:1][C:2]1[CH:9]=[CH:8][C:5]([C:6]#[N:7])=[C:4]([O:10][C:11]2[C:20]3[C:15](=[CH:16][CH:17]=[CH:18][CH:19]=3)[C:14]([CH:21]=O)=[CH:13][CH:12]=2)[CH:3]=1.CN.[C:25]([BH3-])#[N:26].[Na+].[C:29]([OH:36])(=[O:35])/[CH:30]=[CH:31]/[C:32]([OH:34])=[O:33]. (8) Given the product [C:4]([C@H:6]1[CH2:7][CH2:8][C@H:9]([CH2:12][NH:13][C:14]([N:16]2[CH2:17][CH2:18][C:19]3([C:29]4[C:24](=[CH:25][CH:26]=[CH:27][CH:28]=4)[C:23](=[O:30])[O:22]3)[CH2:20][CH2:21]2)=[O:15])[CH2:10][CH2:11]1)([OH:5])=[O:3], predict the reactants needed to synthesize it. The reactants are: C([O:3][C:4]([C@H:6]1[CH2:11][CH2:10][C@H:9]([CH2:12][NH:13][C:14]([N:16]2[CH2:21][CH2:20][C:19]3([C:29]4[C:24](=[CH:25][CH:26]=[CH:27][CH:28]=4)[C:23](=[O:30])[O:22]3)[CH2:18][CH2:17]2)=[O:15])[CH2:8][CH2:7]1)=[O:5])C.O[Li].O. (9) Given the product [C:24]1([CH:22]([C:5]2[CH:6]=[CH:7][CH:8]=[CH:9][CH:10]=2)[OH:23])[CH:33]=[CH:32][CH:27]=[CH:26][CH:25]=1, predict the reactants needed to synthesize it. The reactants are: C(O[C:5]1[CH:10]=[CH:9][C:8](Br)=[CH:7][CH:6]=1)C=C.CCCCC.C([Li])(C)(C)C.[CH:22]([C:24]1[CH:33]=[CH:32][C:27](C(OC)=O)=[CH:26][C:25]=1O)=[O:23].[Cl-].[NH4+].